Task: Predict which catalyst facilitates the given reaction.. Dataset: Catalyst prediction with 721,799 reactions and 888 catalyst types from USPTO (1) Reactant: [F:1][C:2]1[CH:3]=[CH:4][C:5]([NH:8][NH:9][C:10]([N:12]2[CH2:17][CH2:16][CH2:15][CH2:14][C@@H:13]2[CH3:18])=O)=[N:6][CH:7]=1.C1C=CC(P(C2C=CC=CC=2)C2C=CC=CC=2)=CC=1.CCN(CC)CC.ClC(Cl)(Cl)C(Cl)(Cl)Cl. Product: [F:1][C:2]1[CH:3]=[CH:4][C:5]2[N:6]([C:10]([N:12]3[CH2:17][CH2:16][CH2:15][CH2:14][C@@H:13]3[CH3:18])=[N:9][N:8]=2)[CH:7]=1. The catalyst class is: 76. (2) Reactant: [I:1]I.[C:3]([O:7][C:8](=[O:20])[NH:9][CH2:10][C:11]1[CH:16]=[CH:15][C:14]([NH2:17])=[CH:13][C:12]=1[O:18][CH3:19])([CH3:6])([CH3:5])[CH3:4]. Product: [C:3]([O:7][C:8](=[O:20])[NH:9][CH2:10][C:11]1[CH:16]=[C:15]([I:1])[C:14]([NH2:17])=[CH:13][C:12]=1[O:18][CH3:19])([CH3:6])([CH3:5])[CH3:4]. The catalyst class is: 2. (3) Reactant: Br[C:2]1[CH:11]=[CH:10][C:9]2[C:4](=[CH:5][CH:6]=[CH:7][CH:8]=2)[C:3]=1[C:12]1[C:21]2[C:16](=[CH:17][CH:18]=[CH:19][CH:20]=2)[CH:15]=[CH:14][C:13]=1Br.O1CCCC1.CCCCCC.C([Li])CCC.[F:39][C:40]1[C:45](F)=[C:44](F)[C:43]([F:48])=[C:42]([F:49])[C:41]=1[F:50]. Product: [F:39][C:40]1[C:45]2[C:44](=[C:8]3[C:3](=[C:12]4[C:13]=2[CH:14]=[CH:15][C:16]2[CH:17]=[CH:18][CH:19]=[CH:20][C:21]4=2)[C:2]2[CH:11]=[CH:10][CH:9]=[CH:4][C:5]=2[CH:6]=[CH:7]3)[C:43]([F:48])=[C:42]([F:49])[C:41]=1[F:50]. The catalyst class is: 805. (4) Reactant: [Si]([O:8][C:9]1[CH:10]=[C:11]([CH:17]=[C:18]([Br:20])[Br:19])[CH:12]=[CH:13][C:14]=1[O:15][CH3:16])(C(C)(C)C)(C)C.[F-].C([N+](CCCC)(CCCC)CCCC)CCC.O. Product: [Br:19][C:18]([Br:20])=[CH:17][C:11]1[CH:12]=[CH:13][C:14]([O:15][CH3:16])=[C:9]([OH:8])[CH:10]=1. The catalyst class is: 1. (5) Reactant: [F:1][C:2]1[C:24]([S:25][CH:26]2[CH2:31][CH2:30][N:29]([C:32]([CH3:37])([CH3:36])[C:33]([NH2:35])=[O:34])[CH2:28][CH2:27]2)=[CH:23][C:5]2[C:6]3[N:10]([CH2:11][CH2:12][O:13][C:4]=2[CH:3]=1)[CH:9]=[C:8]([C:14]1[N:15]([CH:20]([CH3:22])[CH3:21])[N:16]=[C:17]([CH3:19])[N:18]=1)[N:7]=3.C(O)(C(F)(F)F)=[O:39].C1C=C(Cl)C=C(C(OO)=O)C=1. Product: [F:1][C:2]1[C:24]([S:25]([CH:26]2[CH2:31][CH2:30][N:29]([C:32]([CH3:37])([CH3:36])[C:33]([NH2:35])=[O:34])[CH2:28][CH2:27]2)=[O:39])=[CH:23][C:5]2[C:6]3[N:10]([CH:9]=[C:8]([C:14]4[N:15]([CH:20]([CH3:22])[CH3:21])[N:16]=[C:17]([CH3:19])[N:18]=4)[N:7]=3)[CH2:11][CH2:12][O:13][C:4]=2[CH:3]=1. The catalyst class is: 2. (6) Reactant: CS[C:3]1[NH:4][C:5](=[O:14])[C:6]([C:9]([O:11][CH2:12][CH3:13])=[O:10])=[CH:7][N:8]=1.[C:15]1([C:22]2[CH:27]=[CH:26][CH:25]=[CH:24][CH:23]=2)[CH:20]=[CH:19][C:18]([NH2:21])=[CH:17][CH:16]=1. Product: [C:15]1([C:22]2[CH:27]=[CH:26][CH:25]=[CH:24][CH:23]=2)[CH:16]=[CH:17][C:18]([NH:21][C:3]2[NH:4][C:5](=[O:14])[C:6]([C:9]([O:11][CH2:12][CH3:13])=[O:10])=[CH:7][N:8]=2)=[CH:19][CH:20]=1. The catalyst class is: 8.